From a dataset of Full USPTO retrosynthesis dataset with 1.9M reactions from patents (1976-2016). Predict the reactants needed to synthesize the given product. (1) Given the product [NH2:28][C:25]1[CH:26]=[C:27]2[C:22](=[CH:23][C:24]=1[N:31]1[CH2:32][CH2:33][CH:34]([N:37]3[CH2:38][CH2:39][CH2:40][CH2:41]3)[CH2:35][CH2:36]1)[N:21]=[CH:20][C:19]([C:42]#[N:43])=[C:18]2[NH:17][C:6]1[CH:7]=[CH:8][C:9]([S:10][C:11]2[N:12]([CH3:16])[CH:13]=[CH:14][N:15]=2)=[C:4]([Cl:3])[CH:5]=1, predict the reactants needed to synthesize it. The reactants are: [Cl-].[NH4+].[Cl:3][C:4]1[CH:5]=[C:6]([NH:17][C:18]2[C:27]3[C:22](=[CH:23][C:24]([N:31]4[CH2:36][CH2:35][CH:34]([N:37]5[CH2:41][CH2:40][CH2:39][CH2:38]5)[CH2:33][CH2:32]4)=[C:25]([N+:28]([O-])=O)[CH:26]=3)[N:21]=[CH:20][C:19]=2[C:42]#[N:43])[CH:7]=[CH:8][C:9]=1[S:10][C:11]1[N:12]([CH3:16])[CH:13]=[CH:14][N:15]=1.C(=O)(O)[O-].[Na+]. (2) Given the product [CH2:18]([O:17][C:15]([C:5]1[C:6](=[O:14])[C:7]2[C:12](=[CH:11][CH:10]=[C:9]([O:13][CH2:28][CH2:27][OH:29])[CH:8]=2)[N:3]([CH2:1][CH3:2])[CH:4]=1)=[O:16])[CH3:19], predict the reactants needed to synthesize it. The reactants are: [CH2:1]([N:3]1[C:12]2[C:7](=[CH:8][C:9]([OH:13])=[CH:10][CH:11]=2)[C:6](=[O:14])[C:5]([C:15]([O:17][CH2:18][CH3:19])=[O:16])=[CH:4]1)[CH3:2].C(=O)([O-])[O-].[K+].[K+].I[CH:27]([OH:29])[CH3:28]. (3) Given the product [C:20]([N:24]1[CH:32]=[C:31]2[C:26]([C:27](=[O:38])[NH:28][C:29]3([CH2:37][CH2:36][N:35]([C:16]([C:13]4[CH:14]=[C:15]5[C:10]([CH:9]=[CH:8][N:7]=[C:6]5[NH:5][C:1]([CH3:2])([CH3:3])[CH3:4])=[CH:11][CH:12]=4)=[O:18])[CH2:34][CH2:33]3)[CH2:30]2)=[N:25]1)([CH3:23])([CH3:21])[CH3:22], predict the reactants needed to synthesize it. The reactants are: [C:1]([NH:5][C:6]1[C:15]2[C:10](=[CH:11][CH:12]=[C:13]([C:16]([OH:18])=O)[CH:14]=2)[CH:9]=[CH:8][N:7]=1)([CH3:4])([CH3:3])[CH3:2].Cl.[C:20]([N:24]1[CH:32]=[C:31]2[C:26]([C:27](=[O:38])[NH:28][C:29]3([CH2:37][CH2:36][NH:35][CH2:34][CH2:33]3)[CH2:30]2)=[N:25]1)([CH3:23])([CH3:22])[CH3:21].C(N(CC)CC)C.CCCP1(OP(CCC)(=O)OP(CCC)(=O)O1)=O. (4) Given the product [CH2:30]([N:22]1[C:10]2[C:11](=[C:12]3[C:7](=[CH:8][CH:9]=2)[N:6]=[C:5]([O:4][CH:1]([CH3:3])[CH3:2])[CH:14]=[C:13]3[C:15]([F:16])([F:17])[F:18])[O:19][CH2:20][CH:21]1[CH2:23][C:24]([F:25])([F:26])[F:27])[CH3:31], predict the reactants needed to synthesize it. The reactants are: [CH:1]([O:4][C:5]1[CH:14]=[C:13]([C:15]([F:18])([F:17])[F:16])[C:12]2[C:7](=[CH:8][CH:9]=[C:10]3[NH:22][CH:21]([CH2:23][C:24]([F:27])([F:26])[F:25])[CH2:20][O:19][C:11]3=2)[N:6]=1)([CH3:3])[CH3:2].[BH4-].[Na+].[C:30](O)(=O)[CH3:31]. (5) Given the product [F:34][C:2]([F:1])([F:33])[C:3]1[CH:32]=[CH:31][C:6]([O:7][C:8]2[CH:9]=[C:10]([C:13]3[CH:18]=[CH:17][CH:16]=[C:15]([C:19]4([NH:23][C:24]([O:25][C:26]([CH3:28])([CH3:29])[CH3:27])=[O:30])[CH2:22][O:21][CH2:20]4)[CH:14]=3)[N:11]([CH2:36][C:37]([O:39][CH2:40][CH3:41])=[O:38])[N:12]=2)=[CH:5][CH:4]=1, predict the reactants needed to synthesize it. The reactants are: [F:1][C:2]([F:34])([F:33])[C:3]1[CH:32]=[CH:31][C:6]([O:7][C:8]2[NH:12][N:11]=[C:10]([C:13]3[CH:14]=[C:15]([C:19]4([NH:23][C:24](=[O:30])[O:25][C:26]([CH3:29])([CH3:28])[CH3:27])[CH2:22][O:21][CH2:20]4)[CH:16]=[CH:17][CH:18]=3)[CH:9]=2)=[CH:5][CH:4]=1.Br[CH2:36][C:37]([O:39][CH2:40][CH3:41])=[O:38].C(=O)([O-])[O-].[K+].[K+]. (6) Given the product [C:20]([O:23][C:24]([N:10]1[CH2:11][C:12](=[O:14])[NH:13][C:8]([C:6]2[CH:7]=[C:2]([Br:1])[CH:3]=[CH:4][C:5]=2[F:18])([CH:15]([F:17])[F:16])[CH2:9]1)=[O:25])([CH3:22])([CH3:21])[CH3:19], predict the reactants needed to synthesize it. The reactants are: [Br:1][C:2]1[CH:3]=[CH:4][C:5]([F:18])=[C:6]([C:8]2([CH:15]([F:17])[F:16])[NH:13][C:12](=[O:14])[CH2:11][NH:10][CH2:9]2)[CH:7]=1.[CH3:19][C:20]([O:23][C:24](O[C:24]([O:23][C:20]([CH3:22])([CH3:21])[CH3:19])=[O:25])=[O:25])([CH3:22])[CH3:21].CCN(C(C)C)C(C)C. (7) Given the product [C:23]([O:22][C:20]([N:8]1[CH2:7][CH2:6][C:5]2[C:10](=[CH:11][CH:12]=[C:3]([OH:2])[CH:4]=2)[CH2:9]1)=[O:21])([CH3:26])([CH3:25])[CH3:24], predict the reactants needed to synthesize it. The reactants are: Cl.[OH:2][C:3]1[CH:4]=[C:5]2[C:10](=[CH:11][CH:12]=1)[CH2:9][NH:8][CH2:7][CH2:6]2.C(N(CC)CC)C.[C:20](O[C:20]([O:22][C:23]([CH3:26])([CH3:25])[CH3:24])=[O:21])([O:22][C:23]([CH3:26])([CH3:25])[CH3:24])=[O:21]. (8) Given the product [F:16][C:17]1[CH:22]=[CH:21][C:20]([C:2]2[CH:10]=[C:9]([C:11]([O:13][CH3:14])=[O:12])[CH:8]=[C:7]3[C:3]=2[CH:4]=[CH:5][N:6]3[CH3:15])=[CH:19][CH:18]=1, predict the reactants needed to synthesize it. The reactants are: Br[C:2]1[CH:10]=[C:9]([C:11]([O:13][CH3:14])=[O:12])[CH:8]=[C:7]2[C:3]=1[CH:4]=[CH:5][N:6]2[CH3:15].[F:16][C:17]1[CH:22]=[CH:21][C:20](B(O)O)=[CH:19][CH:18]=1.C(NC(C)C)(C)C.CN(C)C=O. (9) Given the product [F:1][C:2]1[CH:3]=[CH:4][C:5]([CH2:8][CH2:9][CH:10]=[O:11])=[CH:6][CH:7]=1, predict the reactants needed to synthesize it. The reactants are: [F:1][C:2]1[CH:7]=[CH:6][C:5]([CH2:8][CH2:9][C:10](N(OC)C)=[O:11])=[CH:4][CH:3]=1.[H-].[H-].[H-].[H-].[Li+].[Al+3]. (10) Given the product [OH:18][C:12]([C:14]([F:17])([F:16])[F:15])=[O:13].[C:12]([O:18][CH2:8][CH2:10][NH2:11])(=[O:13])[CH3:14], predict the reactants needed to synthesize it. The reactants are: C([CH:8]([CH2:10][NH2:11])O)(OC(C)(C)C)=O.[C:12]([OH:18])([C:14]([F:17])([F:16])[F:15])=[O:13].